Predict the product of the given reaction. From a dataset of Forward reaction prediction with 1.9M reactions from USPTO patents (1976-2016). (1) Given the reactants [Cl:1][C:2]1[C:6]([N:7]([CH2:16][CH3:17])[C:8]([CH:10]2[CH2:15][CH2:14][NH:13][CH2:12][CH2:11]2)=[O:9])=[CH:5][N:4]([C:18]2[CH:19]=[N:20][CH:21]=[CH:22][CH:23]=2)[N:3]=1.[F:24][C:25]([F:31])([F:30])[CH2:26][C:27](O)=[O:28].CCN=C=NCCCN(C)C, predict the reaction product. The product is: [Cl:1][C:2]1[C:6]([N:7]([CH2:16][CH3:17])[C:8]([CH:10]2[CH2:15][CH2:14][N:13]([C:27](=[O:28])[CH2:26][C:25]([F:31])([F:30])[F:24])[CH2:12][CH2:11]2)=[O:9])=[CH:5][N:4]([C:18]2[CH:19]=[N:20][CH:21]=[CH:22][CH:23]=2)[N:3]=1. (2) Given the reactants [CH2:1]([CH2:3][NH2:4])[OH:2].[CH:5]([S:7]([CH:9]=[CH2:10])=[O:8])=[CH2:6], predict the reaction product. The product is: [OH:2][CH2:1][CH2:3][N:4]1[CH2:10][CH2:9][S:7](=[O:8])[CH2:5][CH2:6]1.